Dataset: CYP1A2 inhibition data for predicting drug metabolism from PubChem BioAssay. Task: Regression/Classification. Given a drug SMILES string, predict its absorption, distribution, metabolism, or excretion properties. Task type varies by dataset: regression for continuous measurements (e.g., permeability, clearance, half-life) or binary classification for categorical outcomes (e.g., BBB penetration, CYP inhibition). Dataset: cyp1a2_veith. The drug is Cn1c(=O)c2[nH]c(C3CCCC3)nc2n(C)c1=O. The result is 1 (inhibitor).